Binary Classification. Given a drug SMILES string, predict its activity (active/inactive) in a high-throughput screening assay against a specified biological target. From a dataset of Kir2.1 potassium channel HTS with 301,493 compounds. (1) The compound is O1CCN(CC1)c1nc2c(nc1c1ccccc1)cccc2. The result is 0 (inactive). (2) The result is 0 (inactive). The drug is Clc1c(CN2CCC(CC2)C(=O)NNC(=O)Nc2ccc(cc2)C)ccc(F)c1. (3) The drug is o1nc(c2cn(nc2)C)cc1C(O)=O. The result is 0 (inactive).